Dataset: Forward reaction prediction with 1.9M reactions from USPTO patents (1976-2016). Task: Predict the product of the given reaction. (1) The product is: [C:25]([O:28][C:10]1[NH:9][C:7]2[N:8]=[C:3]([S:2][CH3:1])[N:4]([C:13]3[CH:14]=[CH:15][C:16]([O:19][CH2:20][C:21]([F:24])([F:22])[F:23])=[CH:17][CH:18]=3)[C:5](=[O:12])[C:6]=2[CH:11]=1)(=[O:27])[CH3:26]. Given the reactants [CH3:1][S:2][C:3]1[N:4]([C:13]2[CH:18]=[CH:17][C:16]([O:19][CH2:20][C:21]([F:24])([F:23])[F:22])=[CH:15][CH:14]=2)[C:5](=[O:12])[C:6]2[CH:11]=[CH:10][NH:9][C:7]=2[N:8]=1.[C:25]([OH:28])(=[O:27])[CH3:26].[C:25]([OH:28])(=[O:27])[CH3:26].I(C1C=CC=CC=1)=O, predict the reaction product. (2) Given the reactants [C:1]([C:3]1[C:4]([CH2:18][C:19]2[CH:28]=[C:27]3[C:22]([CH:23]=[CH:24][N:25]=[CH:26]3)=[CH:21][CH:20]=2)=[C:5]([C:14]([O:16]C)=[O:15])[S:6][C:7]=1[N:8]1[CH2:13][CH2:12][O:11][CH2:10][CH2:9]1)#[N:2].O1CCCC1.[OH-].[Na+].O.CO.C(O)(=O)C, predict the reaction product. The product is: [C:1]([C:3]1[C:4]([CH2:18][C:19]2[CH:28]=[C:27]3[C:22]([CH:23]=[CH:24][N:25]=[CH:26]3)=[CH:21][CH:20]=2)=[C:5]([C:14]([OH:16])=[O:15])[S:6][C:7]=1[N:8]1[CH2:9][CH2:10][O:11][CH2:12][CH2:13]1)#[N:2]. (3) Given the reactants Cl[C:2]1[CH:7]=[C:6]([N:8]2[CH:17]([CH3:18])[CH2:16][C:15]3[C:10](=[CH:11][C:12]([C:19]4[CH:20]=[N:21][N:22]([CH3:24])[CH:23]=4)=[CH:13][CH:14]=3)[CH2:9]2)[N:5]=[C:4]([NH2:25])[N:3]=1.[NH:26]1[CH2:32][CH2:31][CH2:30][NH:29][CH2:28][CH2:27]1.C(N(CC)C(C)C)(C)C.C(O)(C)(C)C, predict the reaction product. The product is: [N:26]1([C:2]2[CH:7]=[C:6]([N:8]3[CH:17]([CH3:18])[CH2:16][C:15]4[C:10](=[CH:11][C:12]([C:19]5[CH:20]=[N:21][N:22]([CH3:24])[CH:23]=5)=[CH:13][CH:14]=4)[CH2:9]3)[N:5]=[C:4]([NH2:25])[N:3]=2)[CH2:32][CH2:31][CH2:30][NH:29][CH2:28][CH2:27]1. (4) Given the reactants [CH2:1]([O:8][C:9]([N:11]1[CH2:17][CH2:16][C:15](=[O:18])[N:14]([C@H:19]([C:23]([O:25][CH3:26])=[O:24])[CH2:20][CH:21]=O)[CH2:13][C@H:12]1[CH3:27])=[O:10])[C:2]1[CH:7]=[CH:6][CH:5]=[CH:4][CH:3]=1.Cl.[CH2:29]1[C:31]2([CH2:36][CH2:35][NH:34][CH2:33][C@H:32]2[OH:37])[CH2:30]1, predict the reaction product. The product is: [CH2:1]([O:8][C:9]([N:11]1[CH2:17][CH2:16][C:15](=[O:18])[N:14]([C@H:19]([C:23]([O:25][CH3:26])=[O:24])[CH2:20][CH2:21][N:34]2[CH2:35][CH2:36][C:31]3([CH2:30][CH2:29]3)[C@H:32]([OH:37])[CH2:33]2)[CH2:13][C@H:12]1[CH3:27])=[O:10])[C:2]1[CH:3]=[CH:4][CH:5]=[CH:6][CH:7]=1. (5) Given the reactants O.O.[Sn](Cl)Cl.[CH3:6][C:7]1[CH:12]=[CH:11][C:10]([C:13]([CH3:15])=[O:14])=[CH:9][C:8]=1[N+:16]([O-])=O, predict the reaction product. The product is: [NH2:16][C:8]1[CH:9]=[C:10]([C:13](=[O:14])[CH3:15])[CH:11]=[CH:12][C:7]=1[CH3:6]. (6) Given the reactants [CH2:1]([O:3][C:4]([C:6]1[CH:10]=[CH:9][NH:8][C:7]=1[CH3:11])=[O:5])[CH3:2].I[CH3:13].[H-].[Na+], predict the reaction product. The product is: [CH2:1]([O:3][C:4]([C:6]1[CH:10]=[CH:9][N:8]([CH3:13])[C:7]=1[CH3:11])=[O:5])[CH3:2]. (7) The product is: [Cl:9][C:3]1[CH:4]=[C:5]([CH2:12][CH2:11][CH:10]=[O:13])[CH:6]=[CH:7][C:2]=1[Cl:1]. Given the reactants [Cl:1][C:2]1[CH:7]=[CH:6][C:5](I)=[CH:4][C:3]=1[Cl:9].[CH2:10]([OH:13])[CH:11]=[CH2:12].C(=O)(O)[O-].[Na+], predict the reaction product. (8) Given the reactants [ClH:1].[C:2]([C:4]1[CH:9]=[CH:8][C:7]([CH2:10][CH2:11][C:12]([OH:14])=[O:13])=[CH:6][C:5]=1[O:15][CH2:16][C@H:17]([OH:33])[CH2:18][NH:19][C:20]([CH3:32])([CH3:31])[CH2:21][CH:22]1[CH2:30][C:29]2[C:24](=[CH:25][CH:26]=[CH:27][CH:28]=2)[CH2:23]1)#[N:3].C(=O)([O-])[O-].[Cs+].[Cs+].C1OCCOCCOCCOCCOCCOC1.I[CH2:59][CH2:60][CH2:61][CH2:62][CH2:63][CH2:64][CH2:65][CH3:66], predict the reaction product. The product is: [ClH:1].[CH2:59]([O:13][C:12](=[O:14])[CH2:11][CH2:10][C:7]1[CH:8]=[CH:9][C:4]([C:2]#[N:3])=[C:5]([O:15][CH2:16][C@H:17]([OH:33])[CH2:18][NH:19][C:20]([CH3:31])([CH3:32])[CH2:21][CH:22]2[CH2:23][C:24]3[C:29](=[CH:28][CH:27]=[CH:26][CH:25]=3)[CH2:30]2)[CH:6]=1)[CH2:60][CH2:61][CH2:62][CH2:63][CH2:64][CH2:65][CH3:66].